Dataset: Full USPTO retrosynthesis dataset with 1.9M reactions from patents (1976-2016). Task: Predict the reactants needed to synthesize the given product. (1) Given the product [CH2:26]([CH:13]1[NH:12][N:11]2[C:14](=[O:18])[N:15]([CH3:17])[N:16]=[C:10]2[C:9]([C:19]2[CH:20]=[CH:21][C:22]([Cl:25])=[CH:23][CH:24]=2)=[C:8]1[C:5]1[CH:6]=[CH:7][C:2]([Cl:1])=[CH:3][CH:4]=1)[C:27]1[CH:32]=[CH:31][CH:30]=[CH:29][CH:28]=1, predict the reactants needed to synthesize it. The reactants are: [Cl:1][C:2]1[CH:7]=[CH:6][C:5]([C:8]2[CH:13]=[N:12][N:11]3[C:14](=[O:18])[N:15]([CH3:17])[N:16]=[C:10]3[C:9]=2[C:19]2[CH:24]=[CH:23][C:22]([Cl:25])=[CH:21][CH:20]=2)=[CH:4][CH:3]=1.[CH2:26]([Mg]Br)[C:27]1[CH:32]=[CH:31][CH:30]=[CH:29][CH:28]=1.CO. (2) Given the product [CH3:26][C:25]1[C:20]([C:18]([NH:17][C:13]2[CH:14]=[CH:15][CH:16]=[C:11]([O:10][C:8]3[CH:7]=[CH:6][C:5]4[N:4]([N:3]=[C:2]([NH:1][C:28](=[O:31])[CH2:29][CH3:30])[N:27]=4)[CH:9]=3)[CH:12]=2)=[O:19])=[N:21][CH:22]=[CH:23][CH:24]=1, predict the reactants needed to synthesize it. The reactants are: [NH2:1][C:2]1[N:27]=[C:5]2[CH:6]=[CH:7][C:8]([O:10][C:11]3[CH:12]=[C:13]([NH:17][C:18]([C:20]4[C:25]([CH3:26])=[CH:24][CH:23]=[CH:22][N:21]=4)=[O:19])[CH:14]=[CH:15][CH:16]=3)=[CH:9][N:4]2[N:3]=1.[C:28](Cl)(=[O:31])[CH2:29][CH3:30]. (3) Given the product [CH:12]([C:8]1[C:7]([OH:14])=[CH:6][CH:5]=[C:4]2[C:9]=1[CH:10]=[CH:11][C:2]([N:16]1[CH2:20][CH2:19][CH:18]([NH:21][C:22](=[O:24])[CH3:23])[CH2:17]1)=[CH:3]2)=[O:13], predict the reactants needed to synthesize it. The reactants are: Br[C:2]1[CH:3]=[C:4]2[C:9](=[CH:10][CH:11]=1)[C:8]([CH:12]=[O:13])=[C:7]([OH:14])[CH:6]=[CH:5]2.Cl.[NH:16]1[CH2:20][CH2:19][CH:18]([NH:21][C:22](=[O:24])[CH3:23])[CH2:17]1.CC(C)([O-])C.[Na+].CC(P(C(C)(C)C)C1C(C2C=CC=CC=2)=CC=CC=1)(C)C.